This data is from Full USPTO retrosynthesis dataset with 1.9M reactions from patents (1976-2016). The task is: Predict the reactants needed to synthesize the given product. (1) Given the product [Br:1][C:2]1[CH:7]=[C:6]([N+:8]([O-:10])=[O:9])[CH:5]=[CH:4][C:3]=1[O:11][CH:13]([F:23])[F:22], predict the reactants needed to synthesize it. The reactants are: [Br:1][C:2]1[CH:7]=[C:6]([N+:8]([O-:10])=[O:9])[CH:5]=[CH:4][C:3]=1[OH:11].Cl[C:13]([F:23])([F:22])C(C1C=CC=CC=1)=O. (2) Given the product [Cl:1][C:2]1[CH:3]=[C:4]([NH:9][NH:10][C:12](=[O:14])[CH3:13])[CH:5]=[CH:6][C:7]=1[Cl:8], predict the reactants needed to synthesize it. The reactants are: [Cl:1][C:2]1[CH:3]=[C:4]([NH:9][NH2:10])[CH:5]=[CH:6][C:7]=1[Cl:8].Cl.[C:12](OC(=O)C)(=[O:14])[CH3:13]. (3) The reactants are: S([O-])([O-])=O.[Na+].[Na+].P([O-])([O-])([O-])=O.[Na+].[Na+].[Na+].[F:15][C:16]([F:28])([F:27])[C:17]1[CH:22]=[CH:21][C:20]([S:23](Cl)(=[O:25])=[O:24])=[CH:19][CH:18]=1.[F:29][C:30]([F:41])([F:40])[C:31]1[CH:38]=[CH:37][C:36]([F:39])=[CH:35][C:32]=1[CH2:33]Br. Given the product [F:39][C:36]1[CH:37]=[CH:38][C:31]([C:30]([F:29])([F:40])[F:41])=[C:32]([CH2:33][S:23]([C:20]2[CH:21]=[CH:22][C:17]([C:16]([F:28])([F:27])[F:15])=[CH:18][CH:19]=2)(=[O:25])=[O:24])[CH:35]=1, predict the reactants needed to synthesize it. (4) Given the product [CH3:8][O:9][C:10]1[N:15]=[C:14]2[NH:16][C:17]3[C:22]([C:23]([NH2:3])=[O:24])=[CH:21][C:20]([C:26]4[CH:31]=[CH:30][C:29]([O:32][CH3:33])=[CH:28][CH:27]=4)=[N:19][C:18]=3[C:13]2=[CH:12][CH:11]=1, predict the reactants needed to synthesize it. The reactants are: C([N:3](CC)CC)C.[CH3:8][O:9][C:10]1[N:15]=[C:14]2[NH:16][C:17]3[C:22]([C:23](O)=[O:24])=[CH:21][C:20]([C:26]4[CH:31]=[CH:30][C:29]([O:32][CH3:33])=[CH:28][CH:27]=4)=[N:19][C:18]=3[C:13]2=[CH:12][CH:11]=1.Cl.CN(C)CCCN=C=NCC.O.ON1C2C=CC=CC=2N=N1.[Cl-].[NH4+]. (5) Given the product [Br:2][CH2:12][C:8]1[CH:9]=[CH:10][CH:11]=[C:6]([Cl:5])[C:7]=1[CH3:14], predict the reactants needed to synthesize it. The reactants are: P(Br)(Br)[Br:2].[Cl:5][C:6]1[C:7]([CH3:14])=[C:8]([CH2:12]O)[CH:9]=[CH:10][CH:11]=1. (6) Given the product [NH2:16][C:15]1[C:4]2[C:5](=[O:19])[N:6]([CH:8]([C:10]3([CH3:13])[CH2:12][CH2:11]3)[CH3:9])[CH:7]=[C:2]([Br:1])[C:3]=2[NH:21][N:20]=1, predict the reactants needed to synthesize it. The reactants are: [Br:1][C:2]1[C:3](OC)=[C:4]([C:15]#[N:16])[C:5](=O)[N:6]([CH:8]([C:10]2([CH3:13])[CH2:12][CH2:11]2)[CH3:9])[CH:7]=1.[OH2:19].[NH2:20][NH2:21]. (7) Given the product [NH2:1][C:2]1[C:7]([O:8][CH2:9][CH:10]2[CH2:11][CH2:12][N:13]([C:16]3[N:21]=[C:20]([O:22][CH2:23][C:24]4([C:27]#[N:28])[CH2:26][CH2:25]4)[N:19]=[C:18]([C:47]([NH:37][CH2:36][C:35]([CH3:39])([CH3:38])[CH3:34])=[O:48])[N:17]=3)[CH2:14][CH2:15]2)=[CH:6][N:5]=[CH:4][N:3]=1, predict the reactants needed to synthesize it. The reactants are: [NH2:1][C:2]1[C:7]([O:8][CH2:9][CH:10]2[CH2:15][CH2:14][N:13]([C:16]3[N:21]=[C:20]([O:22][CH2:23][C:24]4([C:27]#[N:28])[CH2:26][CH2:25]4)[N:19]=[C:18](C(C#N)C#N)[N:17]=3)[CH2:12][CH2:11]2)=[CH:6][N:5]=[CH:4][N:3]=1.[CH3:34][C:35]([CH3:39])([CH3:38])[CH2:36][NH2:37].C1C=C(Cl)C=C([C:47](OO)=[O:48])C=1.CC#N. (8) Given the product [C:1]([C:4]1[CH:9]=[CH:8][C:7]([N:10]2[C:14]([C:15]3[CH:20]=[CH:19][C:18]([S:21]([CH3:24])(=[O:22])=[O:23])=[CH:17][CH:16]=3)=[CH:13][CH:12]=[C:11]2[CH2:25][CH2:26][C:27]([OH:29])=[O:28])=[C:6]([CH3:32])[CH:5]=1)(=[O:3])[NH2:2], predict the reactants needed to synthesize it. The reactants are: [C:1]([C:4]1[CH:9]=[CH:8][C:7]([N:10]2[C:14]([C:15]3[CH:20]=[CH:19][C:18]([S:21]([CH3:24])(=[O:23])=[O:22])=[CH:17][CH:16]=3)=[CH:13][CH:12]=[C:11]2[CH2:25][CH2:26][C:27]([O:29]CC)=[O:28])=[C:6]([CH3:32])[CH:5]=1)(=[O:3])[NH2:2].O.[OH-].[Li+]. (9) Given the product [CH2:15]([O:14][C:13](=[O:21])[CH2:12][C:10](=[O:11])[CH2:9][CH2:8][NH:7][C:6]([O:5][C:1]([CH3:3])([CH3:2])[CH3:4])=[O:22])[CH3:19], predict the reactants needed to synthesize it. The reactants are: [C:1]([O:5][C:6](=[O:22])[NH:7][CH2:8][CH2:9][C:10](=[C:12]1C(=O)O[C:15](C)([CH3:19])[O:14][C:13]1=[O:21])[OH:11])([CH3:4])([CH3:3])[CH3:2]. (10) Given the product [O:61]=[C:52]1[C:51]([CH:48]2[CH2:47][CH2:46][N:45]([C:68]([O:1][CH:2]([CH2:17][C:18]3[CH:26]=[C:25]([CH3:27])[C:24]4[C:20](=[CH:21][N:22]([CH2:28][O:29][CH2:30][CH2:31][Si:32]([CH3:33])([CH3:35])[CH3:34])[N:23]=4)[CH:19]=3)[C:3](=[O:4])[N:5]3[CH2:10][CH2:9][CH:8]([N:11]4[CH2:16][CH2:15][CH2:14][CH2:13][CH2:12]4)[CH2:7][CH2:6]3)=[O:69])[CH2:50][CH2:49]2)=[CH:60][C:59]2[C:54](=[CH:55][CH:56]=[CH:57][CH:58]=2)[NH:53]1, predict the reactants needed to synthesize it. The reactants are: [OH:1][CH:2]([CH2:17][C:18]1[CH:26]=[C:25]([CH3:27])[C:24]2[C:20](=[CH:21][N:22]([CH2:28][O:29][CH2:30][CH2:31][Si:32]([CH3:35])([CH3:34])[CH3:33])[N:23]=2)[CH:19]=1)[C:3]([N:5]1[CH2:10][CH2:9][CH:8]([N:11]2[CH2:16][CH2:15][CH2:14][CH2:13][CH2:12]2)[CH2:7][CH2:6]1)=[O:4].C(N(C(C)C)CC)(C)C.[NH:45]1[CH2:50][CH2:49][CH:48]([C:51]2[C:52](=[O:61])[NH:53][C:54]3[C:59]([CH:60]=2)=[CH:58][CH:57]=[CH:56][CH:55]=3)[CH2:47][CH2:46]1.O.ClCCl.CN(C)[CH:68]=[O:69].